Dataset: Full USPTO retrosynthesis dataset with 1.9M reactions from patents (1976-2016). Task: Predict the reactants needed to synthesize the given product. (1) The reactants are: [Cl:1][C:2]1[CH:3]=[C:4]2[C:8](=[CH:9][CH:10]=1)[N:7]([CH2:11][CH2:12][C:13]([OH:15])=O)[C:6]([CH2:16][N:17]1[C:21]3=[CH:22][N:23]=[CH:24][CH:25]=[C:20]3[C:19]3([CH2:27][CH2:26]3)[C:18]1=[O:28])=[CH:5]2.[CH:29]1([S:32]([NH2:35])(=[O:34])=[O:33])[CH2:31][CH2:30]1.Cl.CN(C)CCCN=C=NCC. Given the product [Cl:1][C:2]1[CH:3]=[C:4]2[C:8](=[CH:9][CH:10]=1)[N:7]([CH2:11][CH2:12][C:13]([NH:35][S:32]([CH:29]1[CH2:31][CH2:30]1)(=[O:34])=[O:33])=[O:15])[C:6]([CH2:16][N:17]1[C:21]3=[CH:22][N:23]=[CH:24][CH:25]=[C:20]3[C:19]3([CH2:26][CH2:27]3)[C:18]1=[O:28])=[CH:5]2, predict the reactants needed to synthesize it. (2) Given the product [CH3:20][C:18]([O:21][C:22]([N:24]([C:42]([O:44][C:45]([CH3:48])([CH3:47])[CH3:46])=[O:43])[N:25]([C:33]1[C:38]([F:39])=[C:37]([NH:7][CH:4]2[CH2:5][CH2:6][O:1][CH2:2][CH2:3]2)[N:36]=[C:35]([Cl:41])[N:34]=1)[C:26]([O:28][C:29]([CH3:30])([CH3:31])[CH3:32])=[O:27])=[O:23])([CH3:17])[CH3:19], predict the reactants needed to synthesize it. The reactants are: [O:1]1[CH2:6][CH2:5][CH:4]([NH2:7])[CH2:3][CH2:2]1.C(N(C(C)C)CC)(C)C.[CH3:17][C:18]([O:21][C:22]([N:24]([C:42]([O:44][C:45]([CH3:48])([CH3:47])[CH3:46])=[O:43])[N:25]([C:33]1[C:38]([F:39])=[C:37](Cl)[N:36]=[C:35]([Cl:41])[N:34]=1)[C:26]([O:28][C:29]([CH3:32])([CH3:31])[CH3:30])=[O:27])=[O:23])([CH3:20])[CH3:19]. (3) Given the product [C:1]1([CH:7]([C:15]2[S:19][C:18]([C:20]([OH:21])=[O:31])=[CH:17][CH:16]=2)[CH2:8][C:9]2[CH:14]=[CH:13][CH:12]=[CH:11][CH:10]=2)[CH:6]=[CH:5][CH:4]=[CH:3][CH:2]=1, predict the reactants needed to synthesize it. The reactants are: [C:1]1([CH:7]([C:15]2[S:19][C:18]([C:20](NN)=[O:21])=[CH:17][CH:16]=2)[CH2:8][C:9]2[CH:14]=[CH:13][CH:12]=[CH:11][CH:10]=2)[CH:6]=[CH:5][CH:4]=[CH:3][CH:2]=1.N(C(OCC1C=CC=CC=1)=O)[C@H](C(O)=[O:31])CC(C)C.C1C=CC2N(O)N=NC=2C=1. (4) Given the product [CH2:1]([O:8][C:9]1[CH:10]=[C:11]([CH2:15][CH2:16][NH:17][CH:18]=[O:20])[CH:12]=[CH:13][CH:14]=1)[C:2]1[CH:3]=[CH:4][CH:5]=[CH:6][CH:7]=1, predict the reactants needed to synthesize it. The reactants are: [CH2:1]([O:8][C:9]1[CH:10]=[C:11]([CH2:15][CH2:16][NH2:17])[CH:12]=[CH:13][CH:14]=1)[C:2]1[CH:7]=[CH:6][CH:5]=[CH:4][CH:3]=1.[CH2:18]([OH:20])C. (5) Given the product [F:23][C:24]([F:29])([F:28])[C:25]([O-:27])=[O:26].[S:1]1[C:2]2[C:19]3([CH2:20][CH2:21][NH2+:16][CH2:17][CH2:18]3)[O:8][CH2:7][CH2:6][C:3]=2[CH:4]=[CH:5]1, predict the reactants needed to synthesize it. The reactants are: [S:1]1[CH:5]=[CH:4][C:3]([CH2:6][CH2:7][OH:8])=[CH:2]1.C(OC([N:16]1[CH2:21][CH2:20][C:19](=O)[CH2:18][CH2:17]1)=O)(C)(C)C.[F:23][C:24]([F:29])([F:28])[C:25]([OH:27])=[O:26].C(=O)=O. (6) The reactants are: F[C:2]1[CH:3]=[C:4]([CH:7]=[C:8]([C:10]([F:13])([F:12])[F:11])[CH:9]=1)[C:5]#[N:6].[CH3:14][O:15][C:16](=[O:27])[CH2:17][CH2:18][C:19]1[CH:24]=[CH:23][C:22]([OH:25])=[CH:21][C:20]=1[CH3:26]. Given the product [CH3:14][O:15][C:16](=[O:27])[CH2:17][CH2:18][C:19]1[CH:24]=[CH:23][C:22]([O:25][C:2]2[CH:9]=[C:8]([C:10]([F:13])([F:12])[F:11])[CH:7]=[C:4]([CH2:5][NH2:6])[CH:3]=2)=[CH:21][C:20]=1[CH3:26], predict the reactants needed to synthesize it. (7) Given the product [CH:19]([N:18]1[C:14]([C:12]2[N:13]=[C:6]3[C:5]4[CH:22]=[N:23][CH:2]=[CH:3][C:4]=4[O:10][CH2:9][CH2:8][N:7]3[CH:11]=2)=[N:15][CH:16]=[N:17]1)([CH3:21])[CH3:20], predict the reactants needed to synthesize it. The reactants are: Cl[C:2]1[N:23]=[CH:22][C:5]2[C:6]3[N:7]([CH:11]=[C:12]([C:14]4[N:18]([CH:19]([CH3:21])[CH3:20])[N:17]=[CH:16][N:15]=4)[N:13]=3)[CH2:8][CH2:9][O:10][C:4]=2[CH:3]=1.CO.C(N(CC)CC)C. (8) Given the product [CH2:19]([N:12]([CH2:13][C:14]1([OH:16])[CH2:2][CH2:1]1)[CH2:5][C:6]1[CH:7]=[CH:8][CH:9]=[CH:10][CH:11]=1)[C:20]1[CH:21]=[CH:22][CH:23]=[CH:24][CH:25]=1, predict the reactants needed to synthesize it. The reactants are: [CH2:1]([Mg]Br)[CH3:2].[CH2:5]([N:12]([CH2:19][C:20]1[CH:25]=[CH:24][CH:23]=[CH:22][CH:21]=1)[CH2:13][C:14]([O:16]CC)=O)[C:6]1[CH:11]=[CH:10][CH:9]=[CH:8][CH:7]=1.[Cl-].[NH4+]. (9) Given the product [CH2:16]([O:23][C:24]1[CH:35]=[CH:34][C:27]([CH2:28][C@H:29]([NH:30][C:2]2[C:11]([C:12]([OH:14])=[O:13])=[CH:10][C:9]3[C:4](=[CH:5][CH:6]=[C:7]([Cl:15])[CH:8]=3)[N:3]=2)[C:31]([OH:33])=[O:32])=[CH:26][CH:25]=1)[C:17]1[CH:22]=[CH:21][CH:20]=[CH:19][CH:18]=1, predict the reactants needed to synthesize it. The reactants are: Cl[C:2]1[C:11]([C:12]([OH:14])=[O:13])=[CH:10][C:9]2[C:4](=[CH:5][CH:6]=[C:7]([Cl:15])[CH:8]=2)[N:3]=1.[CH2:16]([O:23][C:24]1[CH:35]=[CH:34][C:27]([CH2:28][C@@H:29]([C:31]([OH:33])=[O:32])[NH2:30])=[CH:26][CH:25]=1)[C:17]1[CH:22]=[CH:21][CH:20]=[CH:19][CH:18]=1.